This data is from Full USPTO retrosynthesis dataset with 1.9M reactions from patents (1976-2016). The task is: Predict the reactants needed to synthesize the given product. (1) Given the product [F:1][C:2]([F:7])([F:6])[CH2:3][CH:4]([OH:5])[C:14]#[N:15], predict the reactants needed to synthesize it. The reactants are: [F:1][C:2]([F:7])([F:6])[CH2:3][CH:4]=[O:5].S([O-])(O)(=O)=O.[Na+].[C-:14]#[N:15].[K+]. (2) Given the product [NH2:12][C:8]1[CH:7]=[C:6]([C:2]([CH3:5])([CH3:1])[C:3]#[N:4])[CH:11]=[CH:10][CH:9]=1, predict the reactants needed to synthesize it. The reactants are: [CH3:1][C:2]([C:6]1[CH:11]=[CH:10][CH:9]=[C:8]([N+:12]([O-])=O)[CH:7]=1)([CH3:5])[C:3]#[N:4]. (3) The reactants are: C[O:2][C:3]1[N:8]=[C:7]([CH2:9][N:10]2[CH:14]=[CH:13][N:12]=[C:11]2[C:15]2[CH:20]=[CH:19][C:18]([N:21]3[C:27](=[O:28])[CH2:26][C:25](=[O:29])[NH:24][C:23]4[C:30]5[C:35]([CH:36]=[CH:37][C:22]3=4)=[CH:34][CH:33]=[CH:32][CH:31]=5)=[CH:17][CH:16]=2)[CH:6]=[CH:5][CH:4]=1.Cl[Si](C)(C)C.[I-].[Na+]. Given the product [OH:2][C:3]1[N:8]=[C:7]([CH2:9][N:10]2[CH:14]=[CH:13][N:12]=[C:11]2[C:15]2[CH:16]=[CH:17][C:18]([N:21]3[C:27](=[O:28])[CH2:26][C:25](=[O:29])[NH:24][C:23]4[C:30]5[C:35]([CH:36]=[CH:37][C:22]3=4)=[CH:34][CH:33]=[CH:32][CH:31]=5)=[CH:19][CH:20]=2)[CH:6]=[CH:5][CH:4]=1, predict the reactants needed to synthesize it. (4) Given the product [CH3:1][CH:2]([CH3:18])[CH2:3][CH2:4][NH:5][CH2:6][C:7]1[CH:16]=[CH:15][CH:14]=[C:13]2[C:8]=1[CH:9]=[CH:10][CH:11]=[C:12]2[O:17][C:20]1[CH:27]=[CH:26][C:23]([C:24]#[N:25])=[CH:22][N:21]=1, predict the reactants needed to synthesize it. The reactants are: [CH3:1][CH:2]([CH3:18])[CH2:3][CH2:4][NH:5][CH2:6][C:7]1[CH:16]=[CH:15][CH:14]=[C:13]2[C:8]=1[CH:9]=[CH:10][CH:11]=[C:12]2[OH:17].Cl[C:20]1[CH:27]=[CH:26][C:23]([C:24]#[N:25])=[CH:22][N:21]=1.C([O-])([O-])=O.[K+].[K+].